This data is from NCI-60 drug combinations with 297,098 pairs across 59 cell lines. The task is: Regression. Given two drug SMILES strings and cell line genomic features, predict the synergy score measuring deviation from expected non-interaction effect. (1) Synergy scores: CSS=-10.6, Synergy_ZIP=4.04, Synergy_Bliss=0.940, Synergy_Loewe=-12.4, Synergy_HSA=-10.1. Cell line: MCF7. Drug 1: C1CCC(C1)C(CC#N)N2C=C(C=N2)C3=C4C=CNC4=NC=N3. Drug 2: CC1=CC2C(CCC3(C2CCC3(C(=O)C)OC(=O)C)C)C4(C1=CC(=O)CC4)C. (2) Drug 1: CC12CCC3C(C1CCC2=O)CC(=C)C4=CC(=O)C=CC34C. Drug 2: CCCS(=O)(=O)NC1=C(C(=C(C=C1)F)C(=O)C2=CNC3=C2C=C(C=N3)C4=CC=C(C=C4)Cl)F. Cell line: HOP-62. Synergy scores: CSS=44.4, Synergy_ZIP=-1.44, Synergy_Bliss=-7.99, Synergy_Loewe=-9.24, Synergy_HSA=-8.87. (3) Drug 1: CN1CCC(CC1)COC2=C(C=C3C(=C2)N=CN=C3NC4=C(C=C(C=C4)Br)F)OC. Drug 2: CC12CCC3C(C1CCC2=O)CC(=C)C4=CC(=O)C=CC34C. Cell line: NCI-H226. Synergy scores: CSS=15.4, Synergy_ZIP=-1.84, Synergy_Bliss=1.92, Synergy_Loewe=-1.34, Synergy_HSA=2.79. (4) Drug 1: C(=O)(N)NO. Drug 2: C(CC(=O)O)C(=O)CN.Cl. Cell line: SR. Synergy scores: CSS=7.32, Synergy_ZIP=-1.34, Synergy_Bliss=4.64, Synergy_Loewe=1.22, Synergy_HSA=1.62. (5) Drug 1: C1=CN(C=N1)CC(O)(P(=O)(O)O)P(=O)(O)O. Drug 2: C1=NC2=C(N1)C(=S)N=CN2. Cell line: K-562. Synergy scores: CSS=30.7, Synergy_ZIP=0.588, Synergy_Bliss=-1.33, Synergy_Loewe=-25.8, Synergy_HSA=-3.10. (6) Drug 1: CC1=C(C=C(C=C1)NC2=NC=CC(=N2)N(C)C3=CC4=NN(C(=C4C=C3)C)C)S(=O)(=O)N.Cl. Drug 2: COC1=C2C(=CC3=C1OC=C3)C=CC(=O)O2. Cell line: MDA-MB-435. Synergy scores: CSS=-2.15, Synergy_ZIP=3.00, Synergy_Bliss=2.64, Synergy_Loewe=-0.274, Synergy_HSA=-1.37. (7) Drug 1: CC1CCC2CC(C(=CC=CC=CC(CC(C(=O)C(C(C(=CC(C(=O)CC(OC(=O)C3CCCCN3C(=O)C(=O)C1(O2)O)C(C)CC4CCC(C(C4)OC)OCCO)C)C)O)OC)C)C)C)OC. Drug 2: CCC1(CC2CC(C3=C(CCN(C2)C1)C4=CC=CC=C4N3)(C5=C(C=C6C(=C5)C78CCN9C7C(C=CC9)(C(C(C8N6C)(C(=O)OC)O)OC(=O)C)CC)OC)C(=O)OC)O.OS(=O)(=O)O. Cell line: NCI-H460. Synergy scores: CSS=-1.12, Synergy_ZIP=1.07, Synergy_Bliss=1.35, Synergy_Loewe=-2.35, Synergy_HSA=-1.89. (8) Drug 1: C1=NC2=C(N=C(N=C2N1C3C(C(C(O3)CO)O)F)Cl)N. Drug 2: C1=CC=C(C=C1)NC(=O)CCCCCCC(=O)NO. Cell line: CCRF-CEM. Synergy scores: CSS=92.5, Synergy_ZIP=1.01, Synergy_Bliss=1.44, Synergy_Loewe=0.415, Synergy_HSA=3.20. (9) Drug 1: C1=C(C(=O)NC(=O)N1)N(CCCl)CCCl. Drug 2: CC1CCCC2(C(O2)CC(NC(=O)CC(C(C(=O)C(C1O)C)(C)C)O)C(=CC3=CSC(=N3)C)C)C. Cell line: K-562. Synergy scores: CSS=38.3, Synergy_ZIP=1.56, Synergy_Bliss=4.01, Synergy_Loewe=4.51, Synergy_HSA=4.71. (10) Drug 1: C1C(C(OC1N2C=NC3=C(N=C(N=C32)Cl)N)CO)O. Drug 2: CCC1(CC2CC(C3=C(CCN(C2)C1)C4=CC=CC=C4N3)(C5=C(C=C6C(=C5)C78CCN9C7C(C=CC9)(C(C(C8N6C)(C(=O)OC)O)OC(=O)C)CC)OC)C(=O)OC)O.OS(=O)(=O)O. Cell line: LOX IMVI. Synergy scores: CSS=20.5, Synergy_ZIP=5.57, Synergy_Bliss=8.16, Synergy_Loewe=-0.736, Synergy_HSA=-0.980.